The task is: Binary Classification. Given a T-cell receptor sequence (or CDR3 region) and an epitope sequence, predict whether binding occurs between them.. This data is from TCR-epitope binding with 47,182 pairs between 192 epitopes and 23,139 TCRs. (1) The epitope is LEPLVDLPI. The TCR CDR3 sequence is CASSLLTYTEAFF. Result: 1 (the TCR binds to the epitope). (2) The epitope is ATDALMTGY. The TCR CDR3 sequence is CASSLGTGHQPQHF. Result: 0 (the TCR does not bind to the epitope). (3) The epitope is LLFNKVTLA. The TCR CDR3 sequence is CASSPLNEKLFF. Result: 1 (the TCR binds to the epitope). (4) The epitope is PROT_97E67BCC. The TCR CDR3 sequence is CASSQLARGTDTQYF. Result: 1 (the TCR binds to the epitope). (5) The epitope is TEKSNIIRGW. The TCR CDR3 sequence is CASSLDVGQTDIQYF. Result: 0 (the TCR does not bind to the epitope). (6) The epitope is ELAGIGILTV. The TCR CDR3 sequence is CASRATGGVTTEAFF. Result: 1 (the TCR binds to the epitope). (7) The epitope is VTIAEILLI. The TCR CDR3 sequence is CASSLFRGETQYF. Result: 0 (the TCR does not bind to the epitope).